This data is from Peptide-MHC class I binding affinity with 185,985 pairs from IEDB/IMGT. The task is: Regression. Given a peptide amino acid sequence and an MHC pseudo amino acid sequence, predict their binding affinity value. This is MHC class I binding data. (1) The MHC is H-2-Kd with pseudo-sequence H-2-Kd. The binding affinity (normalized) is 0.0470. The peptide sequence is LDEAGVTDEV. (2) The peptide sequence is LGPFQSFVS. The MHC is H-2-Kb with pseudo-sequence H-2-Kb. The binding affinity (normalized) is 0.336. (3) The peptide sequence is LLAPITAYA. The MHC is HLA-A02:03 with pseudo-sequence HLA-A02:03. The binding affinity (normalized) is 1.00. (4) The peptide sequence is ITNILGGVL. The MHC is HLA-A68:02 with pseudo-sequence HLA-A68:02. The binding affinity (normalized) is 0.156. (5) The peptide sequence is ARDNRRGL. The MHC is Mamu-B03 with pseudo-sequence Mamu-B03. The binding affinity (normalized) is 0.0674. (6) The peptide sequence is RESIVCYFM. The MHC is HLA-A24:03 with pseudo-sequence HLA-A24:03. The binding affinity (normalized) is 0.213. (7) The peptide sequence is SSECQGEML. The MHC is HLA-A11:01 with pseudo-sequence HLA-A11:01. The binding affinity (normalized) is 0.0847.